From a dataset of Peptide-MHC class I binding affinity with 185,985 pairs from IEDB/IMGT. Regression. Given a peptide amino acid sequence and an MHC pseudo amino acid sequence, predict their binding affinity value. This is MHC class I binding data. (1) The MHC is BoLA-T2a with pseudo-sequence BoLA-T2a. The binding affinity (normalized) is 0.129. The peptide sequence is MLYPRVWPY. (2) The peptide sequence is VNNAVVMPA. The MHC is HLA-A02:06 with pseudo-sequence HLA-A02:06. The binding affinity (normalized) is 0.379. (3) The peptide sequence is PAQTSQWDDPW. The MHC is Mamu-B17 with pseudo-sequence Mamu-B17. The binding affinity (normalized) is 0.187. (4) The MHC is HLA-A02:01 with pseudo-sequence HLA-A02:01. The binding affinity (normalized) is 0. The peptide sequence is TPGPGTRYPL.